The task is: Predict the reaction yield, written as a fraction of the theoretical maximum amount of product (1.0 means a 100% yield; for example, 0.34 means a 34% yield).. This data is from Reaction yield outcomes from USPTO patents with 853,638 reactions. (1) The reactants are C(O/[N:5]=[C:6](/[C:8]1[CH:9]=[C:10]([C:15]2([C:18]([O:20][CH3:21])=[O:19])[CH2:17][CH2:16]2)[CH:11]=[CH:12][C:13]=1[OH:14])\[CH3:7])(=O)C.N1C=CC=CC=1.O. The catalyst is CN(C=O)C. The product is [CH3:7][C:6]1[C:8]2[CH:9]=[C:10]([C:15]3([C:18]([O:20][CH3:21])=[O:19])[CH2:17][CH2:16]3)[CH:11]=[CH:12][C:13]=2[O:14][N:5]=1. The yield is 0.820. (2) The reactants are I.[Br:2][C:3]1[CH:4]=[C:5]2[C:10]([NH:11][C@H:12]3[C@@H:16]([O:17][CH3:18])[CH2:15][NH:14][CH2:13]3)=[C:9]([C:19]([NH2:21])=[O:20])[CH:8]=[N:7][N:6]2[CH:22]=1.[C:23]([C:25]1([C:28](O)=[O:29])[CH2:27][CH2:26]1)#[N:24].F[P-](F)(F)(F)(F)F.N1(O[P+](N(C)C)(N(C)C)N(C)C)C2C=CC=CC=2N=N1.CCN(C(C)C)C(C)C. The catalyst is CN(C=O)C. The product is [Br:2][C:3]1[CH:4]=[C:5]2[C:10]([NH:11][C@H:12]3[C@@H:16]([O:17][CH3:18])[CH2:15][N:14]([C:28]([C:25]4([C:23]#[N:24])[CH2:27][CH2:26]4)=[O:29])[CH2:13]3)=[C:9]([C:19]([NH2:21])=[O:20])[CH:8]=[N:7][N:6]2[CH:22]=1. The yield is 0.900. (3) The reactants are [Br:1][C:2]1[C:3](F)=[C:4]2[C:10]([NH:11][C:12](=[O:16])[CH2:13][O:14][CH3:15])=[CH:9][NH:8][C:5]2=[N:6][CH:7]=1.[NH:18]1[CH2:23][CH2:22][CH2:21][C@@H:20]([NH:24][C:25](=[O:31])[O:26][C:27]([CH3:30])([CH3:29])[CH3:28])[CH2:19]1. The catalyst is CCCCO. The product is [Br:1][C:2]1[C:3]([N:18]2[CH2:23][CH2:22][CH2:21][C@@H:20]([NH:24][C:25](=[O:31])[O:26][C:27]([CH3:29])([CH3:28])[CH3:30])[CH2:19]2)=[C:4]2[C:10]([NH:11][C:12](=[O:16])[CH2:13][O:14][CH3:15])=[CH:9][NH:8][C:5]2=[N:6][CH:7]=1. The yield is 0.320. (4) The yield is 0.690. The reactants are [NH2:1][C@@H:2]([CH2:5][O:6][CH2:7][C:8]1[CH:13]=[CH:12][CH:11]=[CH:10][CH:9]=1)[CH2:3][OH:4].[C:14]([O:29][C@H:30]([CH2:35][CH2:36][CH2:37][CH2:38][CH2:39][CH2:40][CH2:41][CH2:42][CH2:43][CH2:44][CH3:45])[CH2:31][C:32](O)=[O:33])(=[O:28])[CH2:15][CH2:16][CH2:17][CH2:18][CH2:19][CH2:20][CH2:21][CH2:22][CH2:23][CH2:24][CH2:25][CH2:26][CH3:27].C(Cl)CCl.CI. The product is [CH2:7]([O:6][CH2:5][C@H:2]([NH:1][C:32](=[O:33])[CH2:31][C@H:30]([O:29][C:14](=[O:28])[CH2:15][CH2:16][CH2:17][CH2:18][CH2:19][CH2:20][CH2:21][CH2:22][CH2:23][CH2:24][CH2:25][CH2:26][CH3:27])[CH2:35][CH2:36][CH2:37][CH2:38][CH2:39][CH2:40][CH2:41][CH2:42][CH2:43][CH2:44][CH3:45])[CH2:3][OH:4])[C:8]1[CH:13]=[CH:12][CH:11]=[CH:10][CH:9]=1. The catalyst is C(Cl)Cl. (5) The reactants are [Cl:1][C:2]1[CH:10]=[CH:9][CH:8]=[C:7]2[C:3]=1[C:4]([C:17]([NH:19][CH2:20][CH:21]1[CH2:26][CH2:25][C:24]([F:28])([F:27])[CH2:23][CH2:22]1)=[O:18])=[CH:5][N:6]2[CH2:11][CH:12]1[CH2:16][CH2:15][CH2:14][NH:13]1.[CH3:29][C:30]([CH3:32])=O.[BH3-]C#N.[Na+].C([O-])(O)=O.[Na+]. The catalyst is CO. The product is [Cl:1][C:2]1[CH:10]=[CH:9][CH:8]=[C:7]2[C:3]=1[C:4]([C:17]([NH:19][CH2:20][CH:21]1[CH2:26][CH2:25][C:24]([F:28])([F:27])[CH2:23][CH2:22]1)=[O:18])=[CH:5][N:6]2[CH2:11][CH:12]1[CH2:16][CH2:15][CH2:14][N:13]1[CH:30]([CH3:32])[CH3:29]. The yield is 0.550. (6) The reactants are [OH-].[Na+].[Cl:3][C:4]1[CH:13]=[C:12]([C:14]([NH:16][C@@H:17]([C:19]2[C:28]3[C:23](=[CH:24][CH:25]=[CH:26][CH:27]=3)[CH:22]=[CH:21][CH:20]=2)[CH3:18])=[O:15])[CH:11]=[C:10]([Cl:29])[C:5]=1[C:6]([O:8]C)=[O:7].N1CC2C(=CC=CC=2)C[C@H]1C(O)=O.CO. The catalyst is O.O1CCCC1. The product is [Cl:3][C:4]1[CH:13]=[C:12]([C:14]([NH:16][C@@H:17]([C:19]2[C:28]3[C:23](=[CH:24][CH:25]=[CH:26][CH:27]=3)[CH:22]=[CH:21][CH:20]=2)[CH3:18])=[O:15])[CH:11]=[C:10]([Cl:29])[C:5]=1[C:6]([OH:8])=[O:7]. The yield is 0.890. (7) The reactants are C(N(CC)CC)C.[CH2:8]([OH:16])[CH2:9][CH2:10][CH2:11][CH2:12][CH2:13][CH2:14][CH3:15].[CH3:17][S:18](Cl)(=[O:20])=[O:19]. The catalyst is ClCCl. The product is [CH3:17][S:18]([C:8](=[O:16])[CH2:9][CH2:10][CH2:11][CH2:12][CH2:13][CH2:14][CH3:15])(=[O:20])=[O:19]. The yield is 0.970. (8) The reactants are [CH3:1][CH2:2][O:3][C:4]([C:6]1[NH:7][C:8]2[C:13]([CH:14]=1)=[CH:12][C:11]([C:15]([OH:17])=O)=[CH:10][CH:9]=2)=[O:5].F[B-](F)(F)F.N1(OC(N(C)C)=[N+](C)C)C2C=CC=CC=2N=N1.[CH:40]1([N:44]2[CH2:49][CH2:48][NH:47][CH2:46][CH2:45]2)[CH2:43][CH2:42][CH2:41]1.C(N(CC)C(C)C)(C)C. The catalyst is CN(C)C=O. The product is [CH2:2]([O:3][C:4]([C:6]1[NH:7][C:8]2[C:13]([CH:14]=1)=[CH:12][C:11]([C:15]([N:47]1[CH2:48][CH2:49][N:44]([CH:40]3[CH2:43][CH2:42][CH2:41]3)[CH2:45][CH2:46]1)=[O:17])=[CH:10][CH:9]=2)=[O:5])[CH3:1]. The yield is 0.620. (9) The catalyst is CC(C)=O.Cl. The reactants are [Cl:1][C:2]1[N:3]=[CH:4][C:5]2[CH2:6][CH2:7][CH2:8]/[C:9](=N\O)/[C:10]=2[CH:11]=1.C(=O)([O-])[O-:15].[Na+].[Na+]. The yield is 0.860. The product is [Cl:1][C:2]1[N:3]=[CH:4][C:5]2[CH2:6][CH2:7][CH2:8][C:9](=[O:15])[C:10]=2[CH:11]=1.